Dataset: Forward reaction prediction with 1.9M reactions from USPTO patents (1976-2016). Task: Predict the product of the given reaction. (1) Given the reactants C(=O)(O)O.[NH2:5][C:6]([NH2:8])=[NH:7].O=[C:10]1[CH:19]2[CH:14]([CH2:15][CH2:16][CH2:17][CH2:18]2)[CH2:13][CH2:12][CH:11]1[C:20](OC)=[O:21], predict the reaction product. The product is: [NH2:7][C:6]1[N:8]=[C:20]([OH:21])[C:11]2[CH2:12][CH2:13][CH:14]3[CH2:15][CH2:16][CH2:17][CH2:18][CH:19]3[C:10]=2[N:5]=1. (2) Given the reactants [Cl:1][C:2]1[C:3]([O:14][C@H:15]2[CH2:20][CH2:19][C@@H:18]([CH2:21][CH3:22])[CH2:17][CH2:16]2)=[CH:4][CH:5]=[C:6]2[C:11]=1[CH:10]=[N:9][C:8]([CH:12]=O)=[CH:7]2.Cl.[CH:24]12[NH:32][CH:28]([CH2:29]C[CH2:31]1)[CH2:27][CH:26](C(OC)=O)[CH2:25]2.[BH-]([O:46][C:47]([CH3:49])=[O:48])([O:46][C:47]([CH3:49])=[O:48])[O:46][C:47]([CH3:49])=[O:48].[Na+].O.[CH2:52]1[CH2:56]OC[CH2:53]1, predict the reaction product. The product is: [Cl:1][C:2]1[C:3]([O:14][C@H:15]2[CH2:20][CH2:19][C@@H:18]([CH2:21][CH3:22])[CH2:17][CH2:16]2)=[CH:4][CH:5]=[C:6]2[C:11]=1[CH:10]=[N:9][C:8]([CH2:12][N:32]1[CH:28]3[CH2:27][CH2:26][CH2:25][CH:24]1[CH2:31][CH:49]([C:47]([O:46][CH:52]([CH3:56])[CH3:53])=[O:48])[CH2:29]3)=[CH:7]2. (3) Given the reactants [C:1]([C:5]1[CH:9]=[C:8]([NH:10][C:11]([NH:13][C@@H:14]2[C:23]3[C:18](=[CH:19][CH:20]=[CH:21][CH:22]=3)[C@H:17]([O:24][C:25]3[CH:26]=[CH:27][C:28]4[N:29]([C:31]([N:34]5[CH2:39][CH2:38][CH2:37][CH2:36][C@@H:35]5[CH3:40])=[N:32][N:33]=4)[CH:30]=3)[CH2:16][CH2:15]2)=[O:12])[N:7]([C:41]2[CH:42]=[C:43]([CH2:47][CH2:48][O:49]S(C)(=O)=O)[CH:44]=[CH:45][CH:46]=2)[N:6]=1)([CH3:4])([CH3:3])[CH3:2].[NH:54]1[CH2:59][CH2:58][CH2:57][CH2:56][CH2:55]1.C1C[O:63]CC1, predict the reaction product. The product is: [CH:48]([OH:49])=[O:63].[C:1]([C:5]1[CH:9]=[C:8]([NH:10][C:11]([NH:13][C@@H:14]2[C:23]3[C:18](=[CH:19][CH:20]=[CH:21][CH:22]=3)[C@H:17]([O:24][C:25]3[CH:26]=[CH:27][C:28]4[N:29]([C:31]([N:34]5[CH2:39][CH2:38][CH2:37][CH2:36][C@@H:35]5[CH3:40])=[N:32][N:33]=4)[CH:30]=3)[CH2:16][CH2:15]2)=[O:12])[N:7]([C:41]2[CH:46]=[CH:45][CH:44]=[C:43]([CH2:47][CH2:48][N:54]3[CH2:59][CH2:58][CH2:57][CH2:56][CH2:55]3)[CH:42]=2)[N:6]=1)([CH3:2])([CH3:3])[CH3:4]. (4) Given the reactants Br[C:2]1[S:3][CH:4]=[C:5]([Br:7])[N:6]=1.[OH:8][C:9]1[CH:14]=[CH:13][C:12](B(O)O)=[CH:11][CH:10]=1, predict the reaction product. The product is: [Br:7][C:5]1[N:6]=[C:2]([C:12]2[CH:13]=[CH:14][C:9]([OH:8])=[CH:10][CH:11]=2)[S:3][CH:4]=1.